Regression. Given a peptide amino acid sequence and an MHC pseudo amino acid sequence, predict their binding affinity value. This is MHC class I binding data. From a dataset of Peptide-MHC class I binding affinity with 185,985 pairs from IEDB/IMGT. (1) The peptide sequence is YRFRFRSVY. The MHC is SLA-30401 with pseudo-sequence YDEMYKENAGSTFVNNLYLSYSDYTRAAMSYAWY. The binding affinity (normalized) is 0.677. (2) The peptide sequence is LTNHLINTPK. The MHC is HLA-A11:01 with pseudo-sequence HLA-A11:01. The binding affinity (normalized) is 0.836. (3) The peptide sequence is MADVPLQWI. The MHC is HLA-B51:01 with pseudo-sequence HLA-B51:01. The binding affinity (normalized) is 0.286. (4) The peptide sequence is KLRRGDLPFV. The MHC is HLA-A02:01 with pseudo-sequence HLA-A02:01. The binding affinity (normalized) is 0.903. (5) The peptide sequence is EMMAKEEEL. The MHC is HLA-A02:01 with pseudo-sequence HLA-A02:01. The binding affinity (normalized) is 0.253. (6) The peptide sequence is LTNKHCLNNY. The MHC is HLA-A31:01 with pseudo-sequence YTAMYQENVAHIDVDTLYIMYQDYTWAVLAYTWY. The binding affinity (normalized) is 0.224. (7) The peptide sequence is ALLAVGATK. The MHC is HLA-A31:01 with pseudo-sequence HLA-A31:01. The binding affinity (normalized) is 0.250.